From a dataset of Forward reaction prediction with 1.9M reactions from USPTO patents (1976-2016). Predict the product of the given reaction. Given the reactants [Li+].[BH4-].C([O:5][C:6](=O)[CH2:7][C:8]1[N:17]=[C:16]2[C:11]([CH:12]([CH3:25])[CH2:13][CH2:14][N:15]2[C:18]([O:20][C:21]([CH3:24])([CH3:23])[CH3:22])=[O:19])=[CH:10][CH:9]=1)C, predict the reaction product. The product is: [OH:5][CH2:6][CH2:7][C:8]1[N:17]=[C:16]2[C:11]([CH:12]([CH3:25])[CH2:13][CH2:14][N:15]2[C:18]([O:20][C:21]([CH3:24])([CH3:23])[CH3:22])=[O:19])=[CH:10][CH:9]=1.